From a dataset of NCI-60 drug combinations with 297,098 pairs across 59 cell lines. Regression. Given two drug SMILES strings and cell line genomic features, predict the synergy score measuring deviation from expected non-interaction effect. (1) Drug 1: COC1=CC(=CC(=C1O)OC)C2C3C(COC3=O)C(C4=CC5=C(C=C24)OCO5)OC6C(C(C7C(O6)COC(O7)C8=CC=CS8)O)O. Drug 2: CCC1(C2=C(COC1=O)C(=O)N3CC4=CC5=C(C=CC(=C5CN(C)C)O)N=C4C3=C2)O.Cl. Cell line: OVCAR-4. Synergy scores: CSS=4.95, Synergy_ZIP=-2.05, Synergy_Bliss=0.153, Synergy_Loewe=0.330, Synergy_HSA=0.475. (2) Drug 1: CN1C2=C(C=C(C=C2)N(CCCl)CCCl)N=C1CCCC(=O)O.Cl. Drug 2: C(CCl)NC(=O)N(CCCl)N=O. Cell line: A498. Synergy scores: CSS=-3.58, Synergy_ZIP=0.211, Synergy_Bliss=-2.12, Synergy_Loewe=-4.36, Synergy_HSA=-4.24. (3) Drug 1: CCC1=CC2CC(C3=C(CN(C2)C1)C4=CC=CC=C4N3)(C5=C(C=C6C(=C5)C78CCN9C7C(C=CC9)(C(C(C8N6C)(C(=O)OC)O)OC(=O)C)CC)OC)C(=O)OC.C(C(C(=O)O)O)(C(=O)O)O. Drug 2: CS(=O)(=O)CCNCC1=CC=C(O1)C2=CC3=C(C=C2)N=CN=C3NC4=CC(=C(C=C4)OCC5=CC(=CC=C5)F)Cl. Cell line: PC-3. Synergy scores: CSS=43.3, Synergy_ZIP=0.442, Synergy_Bliss=-0.381, Synergy_Loewe=-18.4, Synergy_HSA=1.98.